This data is from NCI-60 drug combinations with 297,098 pairs across 59 cell lines. The task is: Regression. Given two drug SMILES strings and cell line genomic features, predict the synergy score measuring deviation from expected non-interaction effect. (1) Drug 1: CN(CCCl)CCCl.Cl. Drug 2: C1CN(P(=O)(OC1)NCCCl)CCCl. Cell line: SNB-75. Synergy scores: CSS=6.49, Synergy_ZIP=-1.95, Synergy_Bliss=-0.320, Synergy_Loewe=-2.89, Synergy_HSA=0.267. (2) Drug 1: CC1C(C(=O)NC(C(=O)N2CCCC2C(=O)N(CC(=O)N(C(C(=O)O1)C(C)C)C)C)C(C)C)NC(=O)C3=C4C(=C(C=C3)C)OC5=C(C(=O)C(=C(C5=N4)C(=O)NC6C(OC(=O)C(N(C(=O)CN(C(=O)C7CCCN7C(=O)C(NC6=O)C(C)C)C)C)C(C)C)C)N)C. Drug 2: CC1=C(C(=O)C2=C(C1=O)N3CC4C(C3(C2COC(=O)N)OC)N4)N. Cell line: OVCAR-4. Synergy scores: CSS=14.0, Synergy_ZIP=-5.43, Synergy_Bliss=-3.35, Synergy_Loewe=-1.81, Synergy_HSA=-1.66. (3) Drug 1: CC1C(C(=O)NC(C(=O)N2CCCC2C(=O)N(CC(=O)N(C(C(=O)O1)C(C)C)C)C)C(C)C)NC(=O)C3=C4C(=C(C=C3)C)OC5=C(C(=O)C(=C(C5=N4)C(=O)NC6C(OC(=O)C(N(C(=O)CN(C(=O)C7CCCN7C(=O)C(NC6=O)C(C)C)C)C)C(C)C)C)N)C. Drug 2: C1C(C(OC1N2C=C(C(=O)NC2=O)F)CO)O. Cell line: HCT116. Synergy scores: CSS=52.2, Synergy_ZIP=-1.03, Synergy_Bliss=1.92, Synergy_Loewe=-5.87, Synergy_HSA=-1.44. (4) Drug 1: CC1C(C(CC(O1)OC2CC(CC3=C2C(=C4C(=C3O)C(=O)C5=C(C4=O)C(=CC=C5)OC)O)(C(=O)C)O)N)O.Cl. Drug 2: COC1=C2C(=CC3=C1OC=C3)C=CC(=O)O2. Cell line: SNB-75. Synergy scores: CSS=21.2, Synergy_ZIP=0.870, Synergy_Bliss=9.92, Synergy_Loewe=-36.7, Synergy_HSA=9.20.